Dataset: Catalyst prediction with 721,799 reactions and 888 catalyst types from USPTO. Task: Predict which catalyst facilitates the given reaction. Reactant: O[C:2]1[CH:12]=[CH:11][CH:10]=[CH:9][C:3]=1[C:4]([O:6]CC)=[O:5].[OH-].[K+].CN(C)C=O.S([O:30][CH2:31][C:32]1([CH2:36][CH3:37])[CH2:35][O:34][CH2:33]1)(C1C=CC(C)=CC=1)(=O)=O. Product: [CH2:36]([C:32]1([CH2:31][O:30][C:11]2[CH:12]=[CH:2][C:3]([C:4]([OH:6])=[O:5])=[CH:9][CH:10]=2)[CH2:35][O:34][CH2:33]1)[CH3:37]. The catalyst class is: 93.